Dataset: Peptide-MHC class II binding affinity with 134,281 pairs from IEDB. Task: Regression. Given a peptide amino acid sequence and an MHC pseudo amino acid sequence, predict their binding affinity value. This is MHC class II binding data. (1) The peptide sequence is FDNIKVFLEGVSVDN. The MHC is DRB1_0101 with pseudo-sequence DRB1_0101. The binding affinity (normalized) is 0.746. (2) The peptide sequence is KCEFQDAYVLLSEKK. The MHC is DRB1_1302 with pseudo-sequence DRB1_1302. The binding affinity (normalized) is 0. (3) The peptide sequence is KAFVLDSDNLIPKVV. The MHC is HLA-DPA10103-DPB10401 with pseudo-sequence HLA-DPA10103-DPB10401. The binding affinity (normalized) is 0.565. (4) The peptide sequence is KGSNEKHLAVLVKYE. The MHC is DRB3_0202 with pseudo-sequence DRB3_0202. The binding affinity (normalized) is 0.123. (5) The peptide sequence is YDKFLACVSTVLTGK. The MHC is DRB1_0405 with pseudo-sequence DRB1_0405. The binding affinity (normalized) is 0.649. (6) The peptide sequence is TLVLKMLHSSSLTSL. The MHC is DRB5_0101 with pseudo-sequence DRB5_0101. The binding affinity (normalized) is 0.351. (7) The peptide sequence is EKKYFAETQFEPLAA. The MHC is DRB1_0101 with pseudo-sequence DRB1_0101. The binding affinity (normalized) is 0.668.